Dataset: Full USPTO retrosynthesis dataset with 1.9M reactions from patents (1976-2016). Task: Predict the reactants needed to synthesize the given product. (1) Given the product [CH:1]1([CH2:6][C@H:7]([NH:19][C:20]([C:22]2[O:23][CH:24]=[CH:25][CH:26]=2)=[O:21])[C:8](=[O:18])[NH:9][CH:10]2[CH2:16][CH2:15][CH2:14][N:13]([S:38]([C:33]3[CH:34]=[CH:35][CH:36]=[CH:37][N:32]=3)(=[O:40])=[O:39])[CH2:12][CH:11]2[OH:17])[CH2:5][CH2:4][CH2:3][CH2:2]1, predict the reactants needed to synthesize it. The reactants are: [CH:1]1([CH2:6][C@H:7]([NH:19][C:20]([C:22]2[O:23][CH:24]=[CH:25][CH:26]=2)=[O:21])[C:8](=[O:18])[NH:9][CH:10]2[CH2:16][CH2:15][CH2:14][NH:13][CH2:12][CH:11]2[OH:17])[CH2:5][CH2:4][CH2:3][CH2:2]1.C(=O)(O)[O-].[Na+].[N:32]1[CH:37]=[CH:36][CH:35]=[CH:34][C:33]=1[S:38](Cl)(=[O:40])=[O:39]. (2) Given the product [Br:20][C:17]1[CH:16]=[CH:15][C:14]([NH:13][C:12]2[CH:11]=[N:10][CH:9]=[C:8]3[S:21][C:5]([C:3]([OH:4])=[O:2])=[C:6]([CH3:22])[C:7]=23)=[CH:19][CH:18]=1, predict the reactants needed to synthesize it. The reactants are: C[O:2][C:3]([C:5]1[S:21][C:8]2=[CH:9][N:10]=[CH:11][C:12]([NH:13][C:14]3[CH:19]=[CH:18][C:17]([Br:20])=[CH:16][CH:15]=3)=[C:7]2[C:6]=1[CH3:22])=[O:4].[OH-].[Na+]. (3) The reactants are: [S:1]([C:5]1[CH:33]=[CH:32][C:8]([CH2:9][N:10]2[N:14]=[C:13]([C:15]([NH:17][CH2:18][CH:19]3[CH2:24][CH2:23][N:22](C(OC(C)(C)C)=O)[CH2:21][CH2:20]3)=[O:16])[CH:12]=[N:11]2)=[CH:7][CH:6]=1)(=[O:4])(=[O:3])[NH2:2]. Given the product [NH:22]1[CH2:23][CH2:24][CH:19]([CH2:18][NH:17][C:15]([C:13]2[CH:12]=[N:11][N:10]([CH2:9][C:8]3[CH:32]=[CH:33][C:5]([S:1](=[O:3])(=[O:4])[NH2:2])=[CH:6][CH:7]=3)[N:14]=2)=[O:16])[CH2:20][CH2:21]1, predict the reactants needed to synthesize it.